Dataset: NCI-60 drug combinations with 297,098 pairs across 59 cell lines. Task: Regression. Given two drug SMILES strings and cell line genomic features, predict the synergy score measuring deviation from expected non-interaction effect. (1) Drug 1: CC1=CC2C(CCC3(C2CCC3(C(=O)C)OC(=O)C)C)C4(C1=CC(=O)CC4)C. Drug 2: C1=CN(C(=O)N=C1N)C2C(C(C(O2)CO)O)O.Cl. Cell line: SN12C. Synergy scores: CSS=5.28, Synergy_ZIP=-0.252, Synergy_Bliss=-8.65, Synergy_Loewe=-38.3, Synergy_HSA=-6.65. (2) Drug 1: CC1=C(C=C(C=C1)NC(=O)C2=CC=C(C=C2)CN3CCN(CC3)C)NC4=NC=CC(=N4)C5=CN=CC=C5. Drug 2: COCCOC1=C(C=C2C(=C1)C(=NC=N2)NC3=CC=CC(=C3)C#C)OCCOC.Cl. Cell line: CCRF-CEM. Synergy scores: CSS=-3.96, Synergy_ZIP=3.79, Synergy_Bliss=3.61, Synergy_Loewe=-3.30, Synergy_HSA=-3.30. (3) Drug 1: CC1=C(C(=CC=C1)Cl)NC(=O)C2=CN=C(S2)NC3=CC(=NC(=N3)C)N4CCN(CC4)CCO. Drug 2: C1C(C(OC1N2C=NC3=C2NC=NCC3O)CO)O. Cell line: SF-295. Synergy scores: CSS=3.61, Synergy_ZIP=-4.53, Synergy_Bliss=-4.91, Synergy_Loewe=-2.41, Synergy_HSA=-2.15. (4) Drug 1: C1CN1C2=NC(=NC(=N2)N3CC3)N4CC4. Drug 2: C1=NC2=C(N1)C(=S)N=C(N2)N. Cell line: HOP-92. Synergy scores: CSS=30.6, Synergy_ZIP=-6.85, Synergy_Bliss=-5.42, Synergy_Loewe=-2.37, Synergy_HSA=-0.687.